From a dataset of Reaction yield outcomes from USPTO patents with 853,638 reactions. Predict the reaction yield, written as a fraction of the theoretical maximum amount of product (1.0 means a 100% yield; for example, 0.34 means a 34% yield). (1) The reactants are Cl[CH:2]1[CH:7]([N+:8]([O-:10])=[O:9])[C:6]([C:11]2[CH:16]=[CH:15][C:14]([O:17][CH:18]([F:20])[F:19])=[CH:13][C:12]=2[Cl:21])=[CH:5][CH:4]=[N:3]1.[CH:22]([NH2:26])([CH2:24][CH3:25])[CH3:23].CCN(C(C)C)C(C)C. The catalyst is C(#N)C. The product is [CH:22]([NH:26][CH:2]1[CH:7]([N+:8]([O-:10])=[O:9])[C:6]([C:11]2[CH:16]=[CH:15][C:14]([O:17][CH:18]([F:20])[F:19])=[CH:13][C:12]=2[Cl:21])=[CH:5][CH:4]=[N:3]1)([CH2:24][CH3:25])[CH3:23]. The yield is 0.830. (2) The reactants are O=[C:2]1[C:7]([O:8]B(O)O)=[CH:6][CH2:5][CH2:4][CH2:3]1.Br[C:13]1[N:17]([CH3:18])[CH:16]=[N:15][CH:14]=1.C(=O)([O-])[O-].[Cs+].[Cs+].O1CCOCC1. The catalyst is C1C=CC([P]([Pd]([P](C2C=CC=CC=2)(C2C=CC=CC=2)C2C=CC=CC=2)([P](C2C=CC=CC=2)(C2C=CC=CC=2)C2C=CC=CC=2)[P](C2C=CC=CC=2)(C2C=CC=CC=2)C2C=CC=CC=2)(C2C=CC=CC=2)C2C=CC=CC=2)=CC=1.O. The product is [CH3:18][N:17]1[C:13]([C:2]2[C:7](=[O:8])[CH2:6][CH2:5][CH2:4][CH:3]=2)=[CH:14][N:15]=[CH:16]1. The yield is 0.0800. (3) The reactants are [CH3:1][S:2][C:3]1[CH:8]=[C:7]([C:9]2[CH:14]=[CH:13][C:12]([F:15])=[CH:11][CH:10]=2)O[C:5](=O)[C:4]=1[C:17]([O:19][CH3:20])=[O:18].[C:21]1([N:27]2[CH:35]=[C:34]3[C:29]([CH2:30][CH2:31][CH2:32]C3=O)=[N:28]2)[CH:26]=[CH:25][CH:24]=[CH:23][CH:22]=1.[OH-].[K+].Cl. The catalyst is CN(C=O)C. The product is [F:15][C:12]1[CH:13]=[CH:14][C:9]([C:7]2[C:32]3[CH2:31][CH2:30][C:29]4[C:34](=[CH:35][N:27]([C:21]5[CH:22]=[CH:23][CH:24]=[CH:25][CH:26]=5)[N:28]=4)[C:5]=3[C:4]([C:17]([O:19][CH3:20])=[O:18])=[C:3]([S:2][CH3:1])[CH:8]=2)=[CH:10][CH:11]=1. The yield is 0.520. (4) The reactants are [CH3:1][N:2]([CH:10]1[CH2:15][CH2:14][N:13]([C:16]2[CH:21]=[CH:20][C:19]([N+:22]([O-:24])=[O:23])=[CH:18][CH:17]=2)[CH2:12][CH2:11]1)C(=O)OC(C)(C)C.[ClH:25].C(OCC)C. The catalyst is C(Cl)Cl.O1CCOCC1. The product is [ClH:25].[CH3:1][NH:2][CH:10]1[CH2:11][CH2:12][N:13]([C:16]2[CH:21]=[CH:20][C:19]([N+:22]([O-:24])=[O:23])=[CH:18][CH:17]=2)[CH2:14][CH2:15]1. The yield is 0.960. (5) The yield is 0.840. The product is [Cl:1][C:2]1[CH:3]=[CH:4][C:5]([C:8]2[O:9][C:10]3[CH:21]=[C:20]([N+:22]([O-:24])=[O:23])[C:19]([OH:25])=[CH:18][C:11]=3[C:12]=2[C:13]([O:15][CH2:16][CH3:17])=[O:14])=[CH:6][CH:7]=1. The reactants are [Cl:1][C:2]1[CH:7]=[CH:6][C:5]([C:8]2[O:9][C:10]3[CH:21]=[C:20]([N+:22]([O-:24])=[O:23])[C:19]([O:25]C(C)C)=[CH:18][C:11]=3[C:12]=2[C:13]([O:15][CH2:16][CH3:17])=[O:14])=[CH:4][CH:3]=1.B(Cl)(Cl)Cl. The catalyst is C(Cl)Cl. (6) The reactants are [F:1][C:2]1[C:7]([F:8])=[C:6]([F:9])[C:5]([F:10])=[C:4]([F:11])[C:3]=1[C:12](=O)[CH3:13].[NH2:15][C:16]([NH2:18])=[S:17]. No catalyst specified. The product is [NH2:18][C:16]1[S:17][CH:13]=[C:12]([C:3]2[C:2]([F:1])=[C:7]([F:8])[C:6]([F:9])=[C:5]([F:10])[C:4]=2[F:11])[N:15]=1. The yield is 0.867. (7) The reactants are [F:1][CH:2]([F:19])[C:3](=O)[CH2:4][C:5]([C:7]1[CH:12]=[CH:11][C:10]([C:13]([F:16])([F:15])[F:14])=[C:9]([CH3:17])[CH:8]=1)=O.[NH2:20][C:21]1[C:25]([C:26]2[CH:31]=[CH:30][N:29]=[C:28]([CH3:32])[CH:27]=2)=[CH:24][NH:23][N:22]=1. No catalyst specified. The product is [F:1][CH:2]([F:19])[C:3]1[N:22]2[N:23]=[CH:24][C:25]([C:26]3[CH:31]=[CH:30][N:29]=[C:28]([CH3:32])[CH:27]=3)=[C:21]2[N:20]=[C:5]([C:7]2[CH:12]=[CH:11][C:10]([C:13]([F:16])([F:15])[F:14])=[C:9]([CH3:17])[CH:8]=2)[CH:4]=1. The yield is 0.780. (8) The reactants are [NH2:1][C:2]1[CH:3]=[C:4]([CH:7]=[C:8]([NH2:10])[CH:9]=1)[C:5]#[N:6].[Cl:11][C:12]1[C:21]2[C:16](=[CH:17][C:18]([Cl:22])=[CH:19][CH:20]=2)[N:15]=[CH:14][CH:13]=1. The catalyst is C(O)C. The product is [ClH:11].[NH2:1][C:2]1[CH:3]=[C:4]([CH:7]=[C:8]([NH:10][C:12]2[C:21]3[C:16](=[CH:17][C:18]([Cl:22])=[CH:19][CH:20]=3)[N:15]=[CH:14][CH:13]=2)[CH:9]=1)[C:5]#[N:6]. The yield is 0.740. (9) The reactants are [F:1][C:2]([C:5]1[O:9][N:8]=[C:7]([NH2:10])[CH:6]=1)([CH3:4])[CH3:3].Cl[C:12]([O:14][C:15]1[CH:20]=[CH:19][C:18]([Cl:21])=[CH:17][CH:16]=1)=[O:13]. No catalyst specified. The product is [F:1][C:2]([C:5]1[O:9][N:8]=[C:7]([NH:10][C:12](=[O:13])[O:14][C:15]2[CH:20]=[CH:19][C:18]([Cl:21])=[CH:17][CH:16]=2)[CH:6]=1)([CH3:4])[CH3:3]. The yield is 1.00.